Predict the product of the given reaction. From a dataset of Forward reaction prediction with 1.9M reactions from USPTO patents (1976-2016). (1) Given the reactants [CH3:1][S:2]([C:5]1[N:10]=[CH:9][C:8]([O:11][C:12]2[CH:18]=[CH:17][C:15]([NH2:16])=[C:14]([O:19][CH:20]3[CH2:25][CH2:24][O:23][CH2:22][CH2:21]3)[CH:13]=2)=[CH:7][CH:6]=1)(=[O:4])=[O:3].[N:26]([O-])=O.[Na+].[CH3:30][CH:31](C(C)=O)[C:32]([O:34][CH2:35][CH3:36])=[O:33].[OH-].[K+], predict the reaction product. The product is: [CH3:1][S:2]([C:5]1[N:10]=[CH:9][C:8]([O:11][C:12]2[CH:18]=[CH:17][C:15]([NH:16][N:26]=[C:31]([CH3:30])[C:32]([O:34][CH2:35][CH3:36])=[O:33])=[C:14]([O:19][CH:20]3[CH2:25][CH2:24][O:23][CH2:22][CH2:21]3)[CH:13]=2)=[CH:7][CH:6]=1)(=[O:3])=[O:4]. (2) Given the reactants Br[C:2]1[CH:3]=[CH:4][C:5]2[N:6]([C:15]3[CH:20]=[CH:19][CH:18]=[CH:17][CH:16]=3)[C:7]3[C:12]([C:13]=2[CH:14]=1)=[CH:11][CH:10]=[CH:9][CH:8]=3.[CH3:21][C:22]1([CH3:38])[C:26]([CH3:28])([CH3:27])[O:25][B:24]([B:24]2[O:25][C:26]([CH3:28])([CH3:27])[C:22]([CH3:38])([CH3:21])[O:23]2)[O:23]1.C([O-])(=O)C.[K+], predict the reaction product. The product is: [C:5]1([N:6]2[C:15]3[CH:20]=[CH:19][C:18]([B:24]4[O:25][C:26]([CH3:28])([CH3:27])[C:22]([CH3:38])([CH3:21])[O:23]4)=[CH:17][C:16]=3[C:12]3[C:7]2=[CH:8][CH:9]=[CH:10][CH:11]=3)[CH:4]=[CH:3][CH:2]=[CH:14][CH:13]=1. (3) Given the reactants [O:1]=[C:2]1[C:13]2[C:14]3[C:6](=[C:7]([C:27]4[CH:28]=[C:29]([CH:35]=[CH:36][CH:37]=4)[CH2:30][O:31]C(=O)C)[NH:8][C:9]=3[CH:10]=[C:11]([NH:15][C:16]([C@@H:18]3[CH2:20][C@H:19]3[C:21]3[CH:26]=[CH:25][CH:24]=[CH:23][CH:22]=3)=[O:17])[CH:12]=2)[CH:5]=[N:4][NH:3]1.C([O-])([O-])=O.[K+].[K+].O1CCCC1, predict the reaction product. The product is: [OH:31][CH2:30][C:29]1[CH:28]=[C:27]([C:7]2[NH:8][C:9]3[CH:10]=[C:11]([NH:15][C:16]([C@@H:18]4[CH2:20][C@H:19]4[C:21]4[CH:26]=[CH:25][CH:24]=[CH:23][CH:22]=4)=[O:17])[CH:12]=[C:13]4[C:2](=[O:1])[NH:3][N:4]=[CH:5][C:6]=2[C:14]=34)[CH:37]=[CH:36][CH:35]=1. (4) Given the reactants [F:1][C:2]1[CH:7]=[C:6]([C:8]([F:11])([F:10])[F:9])[CH:5]=[CH:4][C:3]=1[CH2:12][C:13]#[N:14].[ClH:15], predict the reaction product. The product is: [ClH:15].[F:1][C:2]1[CH:7]=[C:6]([C:8]([F:10])([F:11])[F:9])[CH:5]=[CH:4][C:3]=1[CH2:12][CH2:13][NH2:14]. (5) Given the reactants [CH2:1]([N:8]1[C:16]2[C:11](=[CH:12][C:13]([Br:17])=[CH:14][CH:15]=2)[C:10]([C:18]([OH:20])=O)=[N:9]1)[C:2]1[CH:7]=[CH:6][CH:5]=[CH:4][CH:3]=1.Cl.[NH2:22][C@H:23]([C:28]([NH2:30])=[O:29])[C:24]([CH3:27])([CH3:26])[CH3:25].C(N(C(C)C)CC)(C)C.CN(C(ON1N=NC2C=CC=NC1=2)=[N+](C)C)C.F[P-](F)(F)(F)(F)F, predict the reaction product. The product is: [NH2:30][C:28]([C@@H:23]([NH:22][C:18]([C:10]1[C:11]2[C:16](=[CH:15][CH:14]=[C:13]([Br:17])[CH:12]=2)[N:8]([CH2:1][C:2]2[CH:3]=[CH:4][CH:5]=[CH:6][CH:7]=2)[N:9]=1)=[O:20])[C:24]([CH3:27])([CH3:26])[CH3:25])=[O:29]. (6) Given the reactants [CH2:1]([N:3]1[CH:8]2[CH2:9][CH2:10][CH:4]1[CH2:5][CH:6]([C:11]1[N:16]3[N:17]=[C:18]([C:21]4[CH:26]=[CH:25][N:24]=[CH:23][CH:22]=4)[C:19](I)=[C:15]3[N:14]=[CH:13][CH:12]=1)[CH2:7]2)[CH3:2].[CH3:27][O:28][C:29]1[CH:36]=[C:35](B2OC(C)(C)C(C)(C)O2)[CH:34]=[CH:33][C:30]=1[C:31]#[N:32], predict the reaction product. The product is: [CH2:1]([N:3]1[CH:8]2[CH2:9][CH2:10][CH:4]1[CH2:5][CH:6]([C:11]1[N:16]3[N:17]=[C:18]([C:21]4[CH:26]=[CH:25][N:24]=[CH:23][CH:22]=4)[C:19]([C:35]4[CH:34]=[CH:33][C:30]([C:31]#[N:32])=[C:29]([O:28][CH3:27])[CH:36]=4)=[C:15]3[N:14]=[CH:13][CH:12]=1)[CH2:7]2)[CH3:2].